This data is from Catalyst prediction with 721,799 reactions and 888 catalyst types from USPTO. The task is: Predict which catalyst facilitates the given reaction. (1) Reactant: [CH:1]1([CH2:4][NH:5][CH2:6][CH2:7][CH3:8])[CH2:3][CH2:2]1.C[Al](C)C.C([O:15][C:16]([C:18]1[N:22]2[CH:23]=[C:24]([Cl:35])[N:25]([C:26]3[C:31]([CH3:32])=[CH:30][C:29]([CH3:33])=[CH:28][C:27]=3[CH3:34])[C:21]2=[N:20][C:19]=1[C:36]([F:39])([F:38])[F:37])=O)C.[C@H](O)(C([O-])=O)[C@@H](O)C([O-])=O.[Na+].[K+]. Product: [CH:1]1([CH2:4][N:5]([CH2:6][CH2:7][CH3:8])[C:16]([C:18]2[N:22]3[CH:23]=[C:24]([Cl:35])[N:25]([C:26]4[C:27]([CH3:34])=[CH:28][C:29]([CH3:33])=[CH:30][C:31]=4[CH3:32])[C:21]3=[N:20][C:19]=2[C:36]([F:38])([F:37])[F:39])=[O:15])[CH2:3][CH2:2]1. The catalyst class is: 11. (2) Reactant: [Cl:1][C:2]1[N+:11]([O-])=[CH:10][C:9]([Cl:13])=[CH:8][C:3]=1[C:4]([O:6][CH3:7])=[O:5].[CH2:14]([N:16](CC)CC)C.C[Si](C#N)(C)C. Product: [Cl:1][C:2]1[N:11]=[C:10]([C:14]#[N:16])[C:9]([Cl:13])=[CH:8][C:3]=1[C:4]([O:6][CH3:7])=[O:5]. The catalyst class is: 10. (3) Reactant: [CH3:1][O:2][C:3]([C:5]1[CH:10]=[CH:9][C:8]([CH:11]=O)=[CH:7][CH:6]=1)=[O:4].[Cl:13][C:14]1[CH:21]=[CH:20][C:17]([CH2:18][NH2:19])=[CH:16][CH:15]=1.C(O[BH-](OC(=O)C)OC(=O)C)(=O)C.[Na+].O.C(=O)(O)[O-].[Na+]. Product: [Cl:13][C:14]1[CH:21]=[CH:20][C:17]([CH2:18][NH:19][CH2:11][C:8]2[CH:9]=[CH:10][C:5]([C:3]([O:2][CH3:1])=[O:4])=[CH:6][CH:7]=2)=[CH:16][CH:15]=1. The catalyst class is: 845. (4) Reactant: Cl[CH:2]([CH:8]=O)[C:3]([O:5][CH2:6][CH3:7])=[O:4].[Cl:10][C:11]1[N:16]=[N:15][C:14]([NH2:17])=[CH:13][CH:12]=1. Product: [Cl:10][C:11]1[CH:12]=[CH:13][C:14]2[N:15]([C:2]([C:3]([O:5][CH2:6][CH3:7])=[O:4])=[CH:8][N:17]=2)[N:16]=1. The catalyst class is: 14. (5) Reactant: Cl[C:2]1[CH:7]=[CH:6][C:5]([S:8]([CH:11]([CH3:13])[CH3:12])(=[O:10])=[O:9])=[CH:4][C:3]=1[N+:14]([O-:16])=[O:15].[CH:17]1([CH2:20][NH2:21])[CH2:19][CH2:18]1. Product: [CH:17]1([CH2:20][NH:21][C:2]2[CH:7]=[CH:6][C:5]([S:8]([CH:11]([CH3:13])[CH3:12])(=[O:10])=[O:9])=[CH:4][C:3]=2[N+:14]([O-:16])=[O:15])[CH2:19][CH2:18]1. The catalyst class is: 8. (6) The catalyst class is: 22. Product: [Cl:1][C:2]1[CH:7]=[C:6]([S:11]([Cl:10])(=[O:13])=[O:12])[CH:5]=[CH:4][C:3]=1[O:8][CH3:9]. Reactant: [Cl:1][C:2]1[CH:7]=[CH:6][CH:5]=[CH:4][C:3]=1[O:8][CH3:9].[Cl:10][S:11](O)(=[O:13])=[O:12]. (7) Reactant: CN(C)C=O.[N:6]1[CH:11]=[CH:10][CH:9]=[CH:8][C:7]=1[S:12]([CH:15]([NH:27][CH2:28][C:29]1[CH:34]=[CH:33][C:32]([C:35]2[S:36][CH:37]=[CH:38][N:39]=2)=[CH:31][CH:30]=1)[C:16]1[N:21]=[C:20]([NH:22][CH2:23][C:24]([OH:26])=[O:25])[CH:19]=[CH:18][CH:17]=1)(=[O:14])=[O:13].C(=O)([O-])[O-].[K+].[K+].Cl[CH2:47][C:48]1[O:49][C:50](=[O:54])[O:51][C:52]=1[CH3:53]. Product: [CH3:53][C:52]1[O:51][C:50](=[O:54])[O:49][C:48]=1[CH2:47][O:25][C:24](=[O:26])[CH2:23][NH:22][C:20]1[CH:19]=[CH:18][CH:17]=[C:16]([CH:15]([S:12]([C:7]2[CH:8]=[CH:9][CH:10]=[CH:11][N:6]=2)(=[O:14])=[O:13])[NH:27][CH2:28][C:29]2[CH:34]=[CH:33][C:32]([C:35]3[S:36][CH:37]=[CH:38][N:39]=3)=[CH:31][CH:30]=2)[N:21]=1. The catalyst class is: 6. (8) Reactant: [Br:1][C:2]1[CH:3]=[C:4](C)[C:5](C#N)=[N:6][CH:7]=1.[OH-:11].[Na+].[CH2:13]([OH:15])[CH3:14]. Product: [Br:1][C:2]1[CH:3]=[C:4]([CH3:5])[C:14]([C:13]([OH:11])=[O:15])=[N:6][CH:7]=1. The catalyst class is: 6.